This data is from Forward reaction prediction with 1.9M reactions from USPTO patents (1976-2016). The task is: Predict the product of the given reaction. (1) Given the reactants [OH-].[Na+].[C:3]([O:7][C:8]([N:10]([CH3:18])[CH2:11][CH2:12][C:13]([O:15]CC)=[O:14])=[O:9])([CH3:6])([CH3:5])[CH3:4], predict the reaction product. The product is: [C:3]([O:7][C:8]([N:10]([CH3:18])[CH2:11][CH2:12][C:13]([OH:15])=[O:14])=[O:9])([CH3:6])([CH3:5])[CH3:4]. (2) Given the reactants [Br:1][C:2]1[CH:15]=[CH:14][C:13]2[C:12]([C:17]3[C:26]4[C:21](=[CH:22][CH:23]=[CH:24][CH:25]=4)[CH:20]=[CH:19][CH:18]=3)(O)[C:11]3[CH:10]=[C:9]4[C:27]5[C:32]([C:33]([CH3:35])([CH3:34])[C:8]4=[CH:7][C:6]=3[C:5]([C:37]3[C:46]4[C:41](=[CH:42][CH:43]=[CH:44][CH:45]=4)[CH:40]=[CH:39][CH:38]=3)(O)[C:4]=2[CH:3]=1)=[CH:31][CH:30]=[CH:29][CH:28]=5.[I-].[K+].[PH2]([O-])=O.[Na+], predict the reaction product. The product is: [Br:1][C:2]1[CH:15]=[CH:14][C:13]2[C:4](=[C:5]([C:37]3[C:46]4[C:41](=[CH:42][CH:43]=[CH:44][CH:45]=4)[CH:40]=[CH:39][CH:38]=3)[C:6]3[CH:7]=[C:8]4[C:33]([CH3:35])([CH3:34])[C:32]5[C:27](=[CH:28][CH:29]=[CH:30][CH:31]=5)[C:9]4=[CH:10][C:11]=3[C:12]=2[C:17]2[C:26]3[C:21](=[CH:22][CH:23]=[CH:24][CH:25]=3)[CH:20]=[CH:19][CH:18]=2)[CH:3]=1. (3) Given the reactants [CH2:1]([C:3]1[CH:8]=[CH:7][C:6](Br)=[CH:5][CH:4]=1)[CH3:2].[Cl:10][C:11]1[N:16]=[C:15]([O:17][CH3:18])[C:14]([CH:19]=[O:20])=[CH:13][CH:12]=1.[Cl-].[NH4+], predict the reaction product. The product is: [Cl:10][C:11]1[N:16]=[C:15]([O:17][CH3:18])[C:14]([CH:19]([C:6]2[CH:7]=[CH:8][C:3]([CH2:1][CH3:2])=[CH:4][CH:5]=2)[OH:20])=[CH:13][CH:12]=1. (4) Given the reactants CC(OI1(OC(C)=O)(OC(C)=O)OC(=O)C2C=CC=CC1=2)=O.[N:23]1[C:28]2[NH:29][C:30]3[CH:38]=[CH:37][N:36]=[CH:35][C:31]=3[CH2:32][CH:33]([OH:34])[C:27]=2[CH:26]=[CH:25][CH:24]=1.S(=O)(=O)(O)[O-].[Na+], predict the reaction product. The product is: [N:23]1[C:28]2[NH:29][C:30]3[CH:38]=[CH:37][N:36]=[CH:35][C:31]=3[CH2:32][C:33](=[O:34])[C:27]=2[CH:26]=[CH:25][CH:24]=1. (5) Given the reactants Cl[C:2]1[CH:7]=[C:6]([C:8]2[N:12]3[CH:13]=[C:14]([NH:17][CH:18]4[CH2:23][CH2:22][CH:21]([OH:24])[CH2:20][CH2:19]4)[CH:15]=[CH:16][C:11]3=[N:10][CH:9]=2)[CH:5]=[CH:4][N:3]=1.[NH:25]1[CH:29]=[CH:28][CH:27]=[N:26]1.C(=O)([O-])[O-].[Cs+].[Cs+], predict the reaction product. The product is: [N:25]1([C:2]2[CH:7]=[C:6]([C:8]3[N:12]4[CH:13]=[C:14]([NH:17][CH:18]5[CH2:23][CH2:22][CH:21]([OH:24])[CH2:20][CH2:19]5)[CH:15]=[CH:16][C:11]4=[N:10][CH:9]=3)[CH:5]=[CH:4][N:3]=2)[CH:29]=[CH:28][CH:27]=[N:26]1. (6) The product is: [C:3]([O:7][C:8](=[O:23])[N:9]([C:10]1[N:11]=[C:12]([CH2:15][CH2:16][CH2:17][CH2:18][C:19]([F:22])([F:21])[CH3:20])[O:13][CH:14]=1)[C:32]([C:30]1[N:31]=[C:27]([CH3:26])[O:28][C:29]=1[C:35]1[CH:36]=[C:37]([CH3:41])[CH:38]=[CH:39][CH:40]=1)=[O:33])([CH3:6])([CH3:4])[CH3:5]. Given the reactants N#N.[C:3]([O:7][C:8](=[O:23])[NH:9][C:10]1[N:11]=[C:12]([CH2:15][CH2:16][CH2:17][CH2:18][C:19]([F:22])([F:21])[CH3:20])[O:13][CH:14]=1)([CH3:6])([CH3:5])[CH3:4].[H-].[Na+].[CH3:26][C:27]1[O:28][C:29]([C:35]2[CH:36]=[C:37]([CH3:41])[CH:38]=[CH:39][CH:40]=2)=[C:30]([C:32](Cl)=[O:33])[N:31]=1, predict the reaction product. (7) Given the reactants Br[C:2]1[CH:3]=[C:4]([S:8]([N:11]2[CH:15]=[CH:14][C:13](/[CH:16]=[CH:17]/[C:18]([NH:20][O:21][CH:22]3[CH2:27][CH2:26][CH2:25][CH2:24][O:23]3)=[O:19])=[CH:12]2)(=[O:10])=[O:9])[CH:5]=[CH:6][CH:7]=1.[CH3:28][N:29]1[CH2:34][CH2:33][N:32]([CH2:35][CH2:36][O:37][C:38]2[CH:43]=[CH:42][C:41](B3OC(C)(C)C(C)(C)O3)=[CH:40][CH:39]=2)[CH2:31][CH2:30]1.C([O-])([O-])=O.[Na+].[Na+], predict the reaction product. The product is: [CH3:28][N:29]1[CH2:30][CH2:31][N:32]([CH2:35][CH2:36][O:37][C:38]2[CH:43]=[CH:42][C:41]([C:2]3[CH:7]=[CH:6][CH:5]=[C:4]([S:8]([N:11]4[CH:15]=[CH:14][C:13](/[CH:16]=[CH:17]/[C:18]([NH:20][O:21][CH:22]5[CH2:27][CH2:26][CH2:25][CH2:24][O:23]5)=[O:19])=[CH:12]4)(=[O:10])=[O:9])[CH:3]=3)=[CH:40][CH:39]=2)[CH2:33][CH2:34]1. (8) Given the reactants [CH2:1]([O:3][C@@H:4]([CH2:10][C:11]1[CH:16]=[CH:15][C:14]([OH:17])=[CH:13][CH:12]=1)[C:5]([O:7][CH2:8][CH3:9])=[O:6])[CH3:2].Br[CH2:19][C:20]([C:22]1[CH:27]=[CH:26][CH:25]=[C:24]([O:28][CH3:29])[CH:23]=1)=[O:21].C(=O)([O-])[O-].[K+].[K+].O, predict the reaction product. The product is: [CH2:1]([O:3][C@@H:4]([CH2:10][C:11]1[CH:12]=[CH:13][C:14]([O:17][CH2:19][C:20]([C:22]2[CH:27]=[CH:26][CH:25]=[C:24]([O:28][CH3:29])[CH:23]=2)=[O:21])=[CH:15][CH:16]=1)[C:5]([O:7][CH2:8][CH3:9])=[O:6])[CH3:2]. (9) Given the reactants N1[CH:5]=[CH:4][N:3]=C1.[CH3:6][C:7]([Si:10](Cl)([CH3:12])[CH3:11])([CH3:9])[CH3:8].[OH2:14], predict the reaction product. The product is: [C:7]([Si:10]([CH3:12])([CH3:11])[O:14][CH2:5][CH2:4][NH2:3])([CH3:9])([CH3:8])[CH3:6].